Task: Predict the reaction yield, written as a fraction of the theoretical maximum amount of product (1.0 means a 100% yield; for example, 0.34 means a 34% yield).. Dataset: Reaction yield outcomes from USPTO patents with 853,638 reactions (1) The reactants are [H-].[Al+3].[Li+].[H-].[H-].[H-].[OH:7][C@H:8]1[CH2:13][CH2:12][C@H:11]([NH:14][C:15](=O)OC(C)(C)C)[CH2:10][CH2:9]1.O.[OH-].[Na+]. The catalyst is O1CCCC1.C(Cl)(Cl)Cl. The product is [CH3:15][NH:14][C@H:11]1[CH2:12][CH2:13][C@H:8]([OH:7])[CH2:9][CH2:10]1. The yield is 0.890. (2) The reactants are CC(C)([O-])C.[Na+].Br[C:8]1[CH:13]=[CH:12][C:11]([O:14][CH3:15])=[CH:10][C:9]=1[O:16][CH3:17].[NH:18]1[CH2:22][CH2:21][CH2:20][CH2:19]1. The catalyst is C1(C)C=CC=CC=1.O.C1C=CC(/C=C/C(/C=C/C2C=CC=CC=2)=O)=CC=1.C1C=CC(/C=C/C(/C=C/C2C=CC=CC=2)=O)=CC=1.C1C=CC(/C=C/C(/C=C/C2C=CC=CC=2)=O)=CC=1.[Pd].[Pd].C1(P(C2C=CC=CC=2)C2C=CC3C(=CC=CC=3)C=2C2C3C(=CC=CC=3)C=CC=2P(C2C=CC=CC=2)C2C=CC=CC=2)C=CC=CC=1. The product is [N:18]1([C:8]2[CH:13]=[CH:12][C:11]([O:14][CH3:15])=[CH:10][C:9]=2[O:16][CH3:17])[CH2:22][CH2:21][CH2:20][CH2:19]1. The yield is 0.630. (3) The yield is 0.870. The reactants are [F:1][C:2]1[CH:7]=[C:6]([CH3:8])[C:5]([S:9](Cl)(=O)=O)=[CH:4][C:3]=1[N+:13]([O-])=O.Cl. The product is [F:1][C:2]1[C:3]([NH2:13])=[CH:4][C:5]([SH:9])=[C:6]([CH3:8])[CH:7]=1. The catalyst is [Zn].C(O)C. (4) The reactants are [CH3:1][CH:2]([OH:4])[CH3:3].C(N(CC)CC)C.[CH2:12]([S:14](Cl)(=[O:16])=[O:15])[CH3:13]. The catalyst is ClCCl. The product is [CH:2]([O:4][S:14]([CH2:12][CH3:13])(=[O:16])=[O:15])([CH3:3])[CH3:1]. The yield is 0.750. (5) The reactants are I[C:2]1[CH:3]=[CH:4][C:5]2[N:6]([CH:8]=[C:9]([NH:11][C:12]([CH:14]3[CH2:16][CH2:15]3)=[O:13])[N:10]=2)[N:7]=1.[NH2:17][C:18]1[CH:19]=[C:20]([OH:26])[CH:21]=[CH:22][C:23]=1[CH2:24][CH3:25].C(=O)([O-])[O-].[K+].[K+].CN(C)C=O. The catalyst is O. The product is [NH2:17][C:18]1[CH:19]=[C:20]([CH:21]=[CH:22][C:23]=1[CH2:24][CH3:25])[O:26][C:2]1[CH:3]=[CH:4][C:5]2[N:6]([CH:8]=[C:9]([NH:11][C:12]([CH:14]3[CH2:16][CH2:15]3)=[O:13])[N:10]=2)[N:7]=1. The yield is 0.700. (6) The catalyst is C(Cl)(Cl)Cl. The yield is 0.720. The product is [CH3:1][O:2][C:3]([C:5]1([C:19](=[O:23])[NH2:16])[CH2:6][CH2:7][CH2:8][CH2:9][CH2:10]1)=[O:4]. The reactants are [CH3:1][O:2][C:3]([CH:5]1[CH2:10][CH2:9][CH:8](C(O)=O)[CH2:7][CH2:6]1)=[O:4].C([N:16]([CH2:19]C)CC)C.ClC(OCC)=[O:23]. (7) The reactants are Cl[C:2]1[CH:7]=[C:6]([O:8][C:9]2[C:10]([CH3:18])=[CH:11][C:12]([N+:15]([O-:17])=[O:16])=[N:13][CH:14]=2)[CH:5]=[CH:4][N:3]=1.[C:19]([NH2:22])(=[O:21])[CH3:20].C([O-])([O-])=O.[Cs+].[Cs+].CC(C1C=C(C(C)C)C(C2C=CC=CC=2P(C2CCCCC2)C2CCCCC2)=C(C(C)C)C=1)C. The catalyst is O1CCOCC1.CCOC(C)=O.C1C=CC(/C=C/C(/C=C/C2C=CC=CC=2)=O)=CC=1.C1C=CC(/C=C/C(/C=C/C2C=CC=CC=2)=O)=CC=1.C1C=CC(/C=C/C(/C=C/C2C=CC=CC=2)=O)=CC=1.[Pd].[Pd]. The product is [CH3:18][C:10]1[CH:11]=[C:12]([N+:15]([O-:17])=[O:16])[N:13]=[CH:14][C:9]=1[O:8][C:6]1[CH:5]=[CH:4][N:3]=[C:2]([NH:22][C:19](=[O:21])[CH3:20])[CH:7]=1. The yield is 0.640. (8) The reactants are [CH3:1][O:2][C:3](=[O:27])[C:4]1[CH:9]=[CH:8][C:7]([NH:10][C:11](=[O:26])[CH:12]([C:19]2[CH:24]=[CH:23][C:22]([NH2:25])=[CH:21][CH:20]=2)[CH2:13][CH:14]2[CH2:18][CH2:17][CH2:16][CH2:15]2)=[N:6][CH:5]=1.C(N(CC)C(C)C)(C)C.Cl.[C:38](Cl)(=[O:45])[C:39]1[CH:44]=[CH:43][CH:42]=[N:41][CH:40]=1. The catalyst is O1CCCC1. The product is [CH3:1][O:2][C:3](=[O:27])[C:4]1[CH:9]=[CH:8][C:7]([NH:10][C:11](=[O:26])[CH:12]([C:19]2[CH:20]=[CH:21][C:22]([NH:25][C:38]([C:39]3[CH:40]=[N:41][CH:42]=[CH:43][CH:44]=3)=[O:45])=[CH:23][CH:24]=2)[CH2:13][CH:14]2[CH2:15][CH2:16][CH2:17][CH2:18]2)=[N:6][CH:5]=1. The yield is 0.723. (9) The reactants are [I:1][C:2]1[C:7]([O:8][CH3:9])=[CH:6][C:5]([CH:10]([OH:15])[C:11]([CH3:14])([CH3:13])[CH3:12])=[C:4]([N+:16]([O-:18])=[O:17])[CH:3]=1.[C@:19]12([CH3:31])[C:25]([CH3:27])([CH3:26])[CH:22]([CH2:23][CH2:24]1)[CH2:21][CH:20]2[C:28](Cl)=[O:29]. The catalyst is CN(C1C=CN=CC=1)C.C(Cl)Cl. The product is [C@:19]12([CH3:31])[C:25]([CH3:26])([CH3:27])[CH:22]([CH2:23][CH2:24]1)[CH2:21][CH:20]2[C:28]([O:15][CH:10]([C:5]1[CH:6]=[C:7]([O:8][CH3:9])[C:2]([I:1])=[CH:3][C:4]=1[N+:16]([O-:18])=[O:17])[C:11]([CH3:14])([CH3:13])[CH3:12])=[O:29]. The yield is 0.800. (10) The reactants are [C:1]([OH:9])(=O)[C:2]1[CH:7]=[CH:6][CH:5]=[N:4][CH:3]=1.CN1CCOCC1.CCN=C=NCCCN(C)C.Cl.[CH3:29][O:30][C:31](=[O:38])[C@H:32]([C@H:34]([CH2:36][CH3:37])[CH3:35])[NH2:33]. The catalyst is C(Cl)Cl. The product is [CH3:29][O:30][C:31](=[O:38])[CH:32]([NH:33][C:1]([C:2]1[CH:3]=[N:4][CH:5]=[CH:6][CH:7]=1)=[O:9])[CH:34]([CH3:35])[CH2:36][CH3:37]. The yield is 0.720.